From a dataset of Forward reaction prediction with 1.9M reactions from USPTO patents (1976-2016). Predict the product of the given reaction. Given the reactants [CH3:1][O:2][C:3]1[CH:8]=[CH:7][C:6]([C:9](=[O:13])[CH2:10][C:11]#[N:12])=[CH:5][CH:4]=1.[CH3:14][O:15][C:16]1[CH:22]=[CH:21][C:19]([NH2:20])=[CH:18][CH:17]=1, predict the reaction product. The product is: [CH3:14][O:15][C:16]1[CH:22]=[CH:21][C:19]([NH:20][C:11](=[NH:12])[CH2:10][C:9]([C:6]2[CH:7]=[CH:8][C:3]([O:2][CH3:1])=[CH:4][CH:5]=2)=[O:13])=[CH:18][CH:17]=1.